From a dataset of Reaction yield outcomes from USPTO patents with 853,638 reactions. Predict the reaction yield, written as a fraction of the theoretical maximum amount of product (1.0 means a 100% yield; for example, 0.34 means a 34% yield). The reactants are [NH2:1][C:2]1[S:3][C:4]([CH:11]2[CH2:13][CH2:12]2)=[CH:5][C:6]=1[C:7]([O:9]C)=O.Cl[C:15](Cl)([O:17]C(=O)OC(Cl)(Cl)Cl)Cl.C(N(CC)CC)C.[CH3:33][O:34][C:35]1[CH:40]=[C:39]([O:41][CH3:42])[CH:38]=[CH:37][C:36]=1[CH2:43][NH2:44]. The catalyst is C(Cl)Cl. The product is [CH:11]1([C:4]2[S:3][C:2]3[NH:1][C:15](=[O:17])[N:44]([CH2:43][C:36]4[CH:37]=[CH:38][C:39]([O:41][CH3:42])=[CH:40][C:35]=4[O:34][CH3:33])[C:7](=[O:9])[C:6]=3[CH:5]=2)[CH2:13][CH2:12]1. The yield is 1.00.